This data is from Forward reaction prediction with 1.9M reactions from USPTO patents (1976-2016). The task is: Predict the product of the given reaction. (1) The product is: [C:1]1([C:7]2[S:8][C:9]([C:18]([O:20][CH3:23])=[O:19])=[C:10]([C:12]3[CH:13]=[CH:14][CH:15]=[CH:16][CH:17]=3)[N:11]=2)[CH:2]=[CH:3][CH:4]=[CH:5][CH:6]=1. Given the reactants [C:1]1([C:7]2[S:8][C:9]([C:18]([OH:20])=[O:19])=[C:10]([C:12]3[CH:17]=[CH:16][CH:15]=[CH:14][CH:13]=3)[N:11]=2)[CH:6]=[CH:5][CH:4]=[CH:3][CH:2]=1.[N+](=[CH2:23])=[N-], predict the reaction product. (2) Given the reactants [F:1][C:2]1[CH:3]=[C:4]([N:9]2[C:14](=[O:15])[C:13]([O:16][CH2:17][CH2:18][C:19]([OH:22])([CH3:21])[CH3:20])=[C:12]([C:23]3[CH:28]=[CH:27][C:26]([S:29](C)(=[O:31])=[O:30])=[CH:25][CH:24]=3)[CH:11]=[N:10]2)[CH:5]=[CH:6][C:7]=1[F:8].[NH3:33], predict the reaction product. The product is: [F:1][C:2]1[CH:3]=[C:4]([N:9]2[C:14](=[O:15])[C:13]([O:16][CH2:17][CH2:18][C:19]([OH:22])([CH3:21])[CH3:20])=[C:12]([C:23]3[CH:28]=[CH:27][C:26]([S:29]([NH2:33])(=[O:31])=[O:30])=[CH:25][CH:24]=3)[CH:11]=[N:10]2)[CH:5]=[CH:6][C:7]=1[F:8]. (3) Given the reactants [CH:1]1([CH2:4][O:5][C:6]2[N:11]=[C:10]([C:12]([NH:14][C@@H:15]([CH2:19][CH:20]([CH3:22])[CH3:21])[C:16](O)=[O:17])=[O:13])[CH:9]=[N:8][C:7]=2[N:23]2[CH2:26][C:25]([F:28])([F:27])[CH2:24]2)[CH2:3][CH2:2]1.CN(C(ON1N=NC2C=CC=CC1=2)=[N+](C)C)C.[B-](F)(F)(F)F.CCN(C(C)C)C(C)C.Cl.[F:61][C:62]([F:66])([F:65])[CH2:63][NH2:64], predict the reaction product. The product is: [CH3:22][CH:20]([CH3:21])[CH2:19][C@H:15]([NH:14][C:12]([C:10]1[CH:9]=[N:8][C:7]([N:23]2[CH2:26][C:25]([F:27])([F:28])[CH2:24]2)=[C:6]([O:5][CH2:4][CH:1]2[CH2:2][CH2:3]2)[N:11]=1)=[O:13])[C:16](=[O:17])[NH:64][CH2:63][C:62]([F:66])([F:65])[F:61]. (4) Given the reactants [Cl:1][C:2]1[CH:3]=[C:4]2[C:9](=[CH:10][C:11]=1[C:12]([N:14]1[CH2:18][CH2:17][CH2:16][CH2:15]1)=[O:13])[N:8]=[CH:7][N:6]=[C:5]2[NH:19][CH:20]([C:26]1[N:30](C(OC(C)(C)C)=O)[C:29]2[CH:38]=[CH:39][C:40]([Cl:42])=[CH:41][C:28]=2[N:27]=1)[CH2:21][CH2:22][C:23](O)=[O:24].[CH3:43][NH:44][CH2:45][C:46]([O:48]C(C)(C)C)=[O:47].CN(C(ON1N=NC2C=CC=CC1=2)=[N+](C)C)C.[B-](F)(F)(F)F.FC(F)(F)C(O)=O, predict the reaction product. The product is: [Cl:1][C:2]1[CH:3]=[C:4]2[C:9](=[CH:10][C:11]=1[C:12]([N:14]1[CH2:18][CH2:17][CH2:16][CH2:15]1)=[O:13])[N:8]=[CH:7][N:6]=[C:5]2[NH:19][CH:20]([C:26]1[NH:30][C:29]2[CH:38]=[CH:39][C:40]([Cl:42])=[CH:41][C:28]=2[N:27]=1)[CH2:21][CH2:22][C:23]([N:44]([CH2:45][C:46]([OH:48])=[O:47])[CH3:43])=[O:24]. (5) Given the reactants [NH:1]1[C:10](=[O:11])[C:9]2[NH:8][CH:7]=[N:6][C:5]=2[NH:4][C:2]1=[O:3].CCN([CH:18]([CH3:20])[CH3:19])C(C)C.[CH3:21][C:22]([O:25][C:26](O[C:26]([O:25][C:22]([CH3:24])([CH3:23])[CH3:21])=[O:27])=[O:27])([CH3:24])[CH3:23], predict the reaction product. The product is: [C:22]([O:25][C:26]([N:8]1[C:9]2[C:10](=[O:11])[NH:1][C:2](=[O:3])[N:4]([CH2:20][CH2:18][CH3:19])[C:5]=2[N:6]=[CH:7]1)=[O:27])([CH3:24])([CH3:23])[CH3:21].